From a dataset of Reaction yield outcomes from USPTO patents with 853,638 reactions. Predict the reaction yield, written as a fraction of the theoretical maximum amount of product (1.0 means a 100% yield; for example, 0.34 means a 34% yield). The reactants are [CH3:1][C:2]1([CH3:16])[C:11]2[C:6](=[CH:7][C:8]([NH:12]C(=O)C)=[CH:9][CH:10]=2)[O:5][CH2:4][CH2:3]1.[OH-].[Na+]. The catalyst is Cl. The product is [CH3:1][C:2]1([CH3:16])[C:11]2[C:6](=[CH:7][C:8]([NH2:12])=[CH:9][CH:10]=2)[O:5][CH2:4][CH2:3]1. The yield is 0.920.